From a dataset of Forward reaction prediction with 1.9M reactions from USPTO patents (1976-2016). Predict the product of the given reaction. Given the reactants [C:1]([O:4][C:5]1[CH:12]=[CH:11][C:8]([CH:9]=[CH2:10])=[CH:7][CH:6]=1)(=[O:3])[CH3:2].[C:13]([O:18][C:19]([CH3:22])([CH3:21])[CH3:20])(=[O:17])[C:14]([CH3:16])=[CH2:15].[CH:23]([C:25]1[CH:34]=[CH:33][C:28]([C:29]([O:31][CH3:32])=[O:30])=[CH:27][CH:26]=1)=[CH2:24].N(C(C)(C)C(OC)=O)=NC(C)(C)C(OC)=O, predict the reaction product. The product is: [C:1]([O:4][C:5]1[CH:12]=[CH:11][C:8]([CH:9]=[CH2:10])=[CH:7][CH:6]=1)(=[O:3])[CH3:2].[C:13]([O:18][C:19]([CH3:22])([CH3:21])[CH3:20])(=[O:17])[C:14]([CH3:16])=[CH2:15].[CH:23]([C:25]1[CH:34]=[CH:33][C:28]([C:29]([O:31][CH3:32])=[O:30])=[CH:27][CH:26]=1)=[CH2:24].